This data is from Reaction yield outcomes from USPTO patents with 853,638 reactions. The task is: Predict the reaction yield, written as a fraction of the theoretical maximum amount of product (1.0 means a 100% yield; for example, 0.34 means a 34% yield). (1) The reactants are Br[CH:2]([CH2:18][C:19]1[CH:24]=[CH:23][CH:22]=[CH:21][CH:20]=1)[C:3]([NH:5][C:6]([C:10]1[CH:15]=[C:14]([Br:16])[CH:13]=[CH:12][C:11]=1[F:17])([CH3:9])[CH2:7][OH:8])=[O:4].CC([O-])(C)C.[K+].C([C@H]1OC[C@@](C2C=C(Br)C=CC=2F)(C)NC1=O)C1C=CC=CC=1.C([C@@H]1OC[C@](C2C=C(Br)C=CC=2F)(C)NC1=O)C1C=CC=CC=1. No catalyst specified. The product is [Br:16][C:14]1[CH:13]=[CH:12][C:11]([F:17])=[C:10]([C:6]([NH:5][C:3](=[O:4])[CH:2]=[CH:18][C:19]2[CH:24]=[CH:23][CH:22]=[CH:21][CH:20]=2)([CH3:9])[CH2:7][OH:8])[CH:15]=1. The yield is 0.300. (2) The yield is 0.760. The product is [CH2:1]([O:3][C:4]([C:6]1([C:20]([O:22][CH2:23][CH3:24])=[O:21])[CH2:11][CH2:10][C:9]([C:29]2[CH:30]=[CH:31][C:26]([Cl:25])=[CH:27][CH:28]=2)=[CH:8][CH2:7]1)=[O:5])[CH3:2]. The catalyst is C1C=CC(P(C2C=CC=CC=2)[C-]2C=CC=C2)=CC=1.C1C=CC(P(C2C=CC=CC=2)[C-]2C=CC=C2)=CC=1.Cl[Pd]Cl.[Fe+2].C(Cl)Cl.C(COC)OC.C(O)C. The reactants are [CH2:1]([O:3][C:4]([C:6]1([C:20]([O:22][CH2:23][CH3:24])=[O:21])[CH2:11][CH2:10][C:9](OS(C(F)(F)F)(=O)=O)=[CH:8][CH2:7]1)=[O:5])[CH3:2].[Cl:25][C:26]1[CH:31]=[CH:30][C:29](OB(O)O)=[CH:28][CH:27]=1.P([O-])([O-])([O-])=O.[K+].[K+].[K+].C(C#C)(C)(C)C. (3) The reactants are O=P(Cl)(Cl)Cl.CN([CH:9]=[O:10])C.O=P(Cl)(Cl)Cl.[Cl:16][C:17]1[CH:18]=[CH:19][C:20]2[O:25][CH:24]([C:26]([N:28]3[CH2:33][CH2:32][C:31]([CH2:36][C:37]4[CH:42]=[CH:41][C:40]([F:43])=[CH:39][CH:38]=4)([C:34]#[N:35])[CH2:30][CH2:29]3)=[O:27])[CH2:23][NH:22][C:21]=2[CH:44]=1. The catalyst is CN(C=O)C. The product is [Cl:16][C:17]1[C:18]([CH:9]=[O:10])=[CH:19][C:20]2[O:25][CH:24]([C:26]([N:28]3[CH2:33][CH2:32][C:31]([CH2:36][C:37]4[CH:38]=[CH:39][C:40]([F:43])=[CH:41][CH:42]=4)([C:34]#[N:35])[CH2:30][CH2:29]3)=[O:27])[CH2:23][NH:22][C:21]=2[CH:44]=1. The yield is 0.799. (4) The reactants are [CH2:1]([N:3]([C:15]1[CH:26]=[C:25]2[C:27]3[C:21]([CH3:28])([CH2:22][CH2:23][CH2:24]2)[CH2:20][CH2:19][CH2:18][C:17]=3[CH:16]=1)[C:4]1[CH:14]=[CH:13][C:7]([C:8]([O:10]CC)=[O:9])=[CH:6][CH:5]=1)[CH3:2].[OH-].[Na+].Cl. The catalyst is C(O)C. The product is [CH2:1]([N:3]([C:15]1[CH:26]=[C:25]2[C:27]3[C:21]([CH3:28])([CH2:22][CH2:23][CH2:24]2)[CH2:20][CH2:19][CH2:18][C:17]=3[CH:16]=1)[C:4]1[CH:5]=[CH:6][C:7]([C:8]([OH:10])=[O:9])=[CH:13][CH:14]=1)[CH3:2]. The yield is 0.870. (5) The reactants are [F:1][C:2]1[CH:7]=[CH:6][C:5]([C:8](=[O:11])[CH2:9][CH3:10])=[C:4]([NH:12][C:13]2[CH:18]=[CH:17][CH:16]=[CH:15][C:14]=2[F:19])[CH:3]=1.[C:20](Cl)(=O)C(Cl)=O. The catalyst is CN(C=O)C. The product is [F:1][C:2]1[CH:3]=[C:4]2[C:5]([C:8](=[O:11])[C:9]([CH3:20])=[CH:10][N:12]2[C:13]2[CH:18]=[CH:17][CH:16]=[CH:15][C:14]=2[F:19])=[CH:6][CH:7]=1. The yield is 0.378. (6) The reactants are [CH2:1]1[C:7]2[CH:8]=[CH:9][CH:10]=[CH:11][C:6]=2[CH2:5][CH2:4][NH:3][CH2:2]1.[CH3:12][O:13][C:14]1[CH:15]=[C:16]([CH:22]2[CH2:27][CH2:26][N:25]([C:28]3[C:29]([CH3:42])=[C:30]([CH3:41])[C:31]4[O:35][C:34]([CH3:37])([CH3:36])[CH:33](O)[C:32]=4[C:39]=3[CH3:40])[CH2:24][CH2:23]2)[CH:17]=[CH:18][C:19]=1[O:20][CH3:21]. The catalyst is CCCCCC.CO. The product is [CH3:12][O:13][C:14]1[CH:15]=[C:16]([CH:22]2[CH2:23][CH2:24][N:25]([C:28]3[C:29]([CH3:42])=[C:30]([CH3:41])[C:31]4[O:35][C:34]([CH3:36])([CH3:37])[CH:33]([N:3]5[CH2:2][CH2:1][C:7]6[CH:8]=[CH:9][CH:10]=[CH:11][C:6]=6[CH2:5][CH2:4]5)[C:32]=4[C:39]=3[CH3:40])[CH2:26][CH2:27]2)[CH:17]=[CH:18][C:19]=1[O:20][CH3:21]. The yield is 0.540.